Dataset: Forward reaction prediction with 1.9M reactions from USPTO patents (1976-2016). Task: Predict the product of the given reaction. (1) The product is: [C:1]([C:3]1[C:4]([N:16]2[CH2:17][CH2:18][CH:19]([C:22]([NH:65][S:62]([CH2:61][CH:56]3[CH2:60][CH2:59][CH2:58][CH2:57]3)(=[O:64])=[O:63])=[O:24])[CH2:20][CH2:21]2)=[N:5][C:6]([CH3:15])=[C:7]([CH:8]=1)[C:9]([O:11][CH:12]([CH3:13])[CH3:14])=[O:10])#[N:2]. Given the reactants [C:1]([C:3]1[C:4]([N:16]2[CH2:21][CH2:20][CH:19]([C:22]([OH:24])=O)[CH2:18][CH2:17]2)=[N:5][C:6]([CH3:15])=[C:7]([C:9]([O:11][CH:12]([CH3:14])[CH3:13])=[O:10])[CH:8]=1)#[N:2].CN(C(ON1N=NC2C=CC=CC1=2)=[N+](C)C)C.[B-](F)(F)(F)F.CCN(C(C)C)C(C)C.[CH:56]1([CH2:61][S:62]([NH2:65])(=[O:64])=[O:63])[CH2:60][CH2:59][CH2:58][CH2:57]1.C([O-])(O)=O.[Na+], predict the reaction product. (2) Given the reactants [NH2:1][C:2]1[CH:3]=[CH:4][C:5]2[CH2:9][O:8][B:7]([OH:10])[C:6]=2[CH:11]=1.C(=O)([O-])[O-].[K+].[K+].Cl[S:19]([C:22]1[N:27]=[CH:26][C:25]([NH:28][C:29](=[O:32])[O:30][CH3:31])=[CH:24][C:23]=1[C:33]#[N:34])(=[O:21])=[O:20], predict the reaction product. The product is: [C:33]([C:23]1[CH:24]=[C:25]([NH:28][C:29](=[O:32])[O:30][CH3:31])[CH:26]=[N:27][C:22]=1[S:19](=[O:21])(=[O:20])[NH:1][C:2]1[CH:3]=[CH:4][C:5]2[CH2:9][O:8][B:7]([OH:10])[C:6]=2[CH:11]=1)#[N:34]. (3) Given the reactants Br[C:2]1[C:3]([NH2:20])=[N:4][CH:5]=[C:6]([C:8]2[CH:13]=[CH:12][C:11]([S:14]([CH:17]([CH3:19])[CH3:18])(=[O:16])=[O:15])=[CH:10][CH:9]=2)[N:7]=1.F[B-](F)(F)[CH:23]=[CH2:24].[K+], predict the reaction product. The product is: [CH:17]([S:14]([C:11]1[CH:12]=[CH:13][C:8]([C:6]2[N:7]=[C:2]([CH:23]=[CH2:24])[C:3]([NH2:20])=[N:4][CH:5]=2)=[CH:9][CH:10]=1)(=[O:16])=[O:15])([CH3:19])[CH3:18]. (4) Given the reactants [CH3:1][C@@H:2]1[O:7][C@H:6]([CH3:8])[CH2:5][NH:4][C@@H:3]1[C:9]1[CH:14]=[CH:13][CH:12]=[CH:11][CH:10]=1.Cl[C:16]1[N:26]=[CH:25][C:19]2[O:20][CH2:21][C:22](=[O:24])[NH:23][C:18]=2[CH:17]=1, predict the reaction product. The product is: [CH3:1][C@H:2]1[C@@H:3]([C:9]2[CH:14]=[CH:13][CH:12]=[CH:11][CH:10]=2)[N:4]([C:16]2[N:26]=[CH:25][C:19]3[O:20][CH2:21][C:22](=[O:24])[NH:23][C:18]=3[CH:17]=2)[CH2:5][C@@H:6]([CH3:8])[O:7]1. (5) Given the reactants ClC1C=C(C2N(C3C=CC(F)=CC=3)N=C(C(O)=O)C=2)C=CC=1.Cl[C:24]1[CH:25]=[C:26]([N:31]2[C:35]([C:36]3[CH:41]=[C:40](F)[CH:39]=[C:38]([Cl:43])[CH:37]=3)=[CH:34][C:33]([C:44]([N:46]3[CH2:50][C:49](=[O:51])[NH:48][CH2:47]3)=[O:45])=[N:32]2)[CH:27]=[CH:28][C:29]=1[F:30], predict the reaction product. The product is: [Cl:43][C:38]1[CH:37]=[C:36]([C:35]2[N:31]([C:26]3[CH:25]=[CH:24][C:29]([F:30])=[CH:28][CH:27]=3)[N:32]=[C:33]([C:44]([N:46]3[CH2:50][C:49](=[O:51])[NH:48][CH2:47]3)=[O:45])[CH:34]=2)[CH:41]=[CH:40][CH:39]=1.